Predict the reaction yield, written as a fraction of the theoretical maximum amount of product (1.0 means a 100% yield; for example, 0.34 means a 34% yield). From a dataset of Reaction yield outcomes from USPTO patents with 853,638 reactions. (1) The reactants are [CH2:1]([OH:12])[CH2:2][CH2:3][CH2:4][CH2:5][CH2:6][CH2:7][CH2:8][CH2:9][CH2:10][OH:11].[C:13](O)(=[O:17])[C:14]([CH3:16])=[CH2:15].C1(C)C=CC(S(O)(=O)=O)=CC=1.CCCCCC. The catalyst is COC1C=CC(O)=CC=1.CO. The product is [C:13]([O:12][CH2:1][CH2:2][CH2:3][CH2:4][CH2:5][CH2:6][CH2:7][CH2:8][CH2:9][CH2:10][OH:11])(=[O:17])[C:14]([CH3:16])=[CH2:15]. The yield is 0.520. (2) The reactants are Br[C:2]1[CH:3]=[C:4]([N:8]2[C:12]3[CH2:13][CH2:14][O:15][CH2:16][C:11]=3[C:10]([C:17]([NH2:19])=[O:18])=[N:9]2)[CH:5]=[CH:6][CH:7]=1.[C:20]([C@:22]1([OH:29])[CH2:26][CH2:25][N:24]([CH3:27])[C:23]1=[O:28])#[CH:21]. No catalyst specified. The product is [OH:29][C@@:22]1([C:20]#[C:21][C:2]2[CH:3]=[C:4]([N:8]3[C:12]4[CH2:13][CH2:14][O:15][CH2:16][C:11]=4[C:10]([C:17]([NH2:19])=[O:18])=[N:9]3)[CH:5]=[CH:6][CH:7]=2)[CH2:26][CH2:25][N:24]([CH3:27])[C:23]1=[O:28]. The yield is 0.380.